From a dataset of Forward reaction prediction with 1.9M reactions from USPTO patents (1976-2016). Predict the product of the given reaction. Given the reactants [F:1][C:2]([F:12])([F:11])[C:3]([CH3:10])([CH3:9])[C:4](=O)[CH2:5][C:6]#[N:7].[CH3:13][NH:14][NH2:15].Cl.C(Cl)Cl, predict the reaction product. The product is: [CH3:13][N:14]1[C:6]([NH2:7])=[CH:5][C:4]([C:3]([CH3:10])([CH3:9])[C:2]([F:1])([F:11])[F:12])=[N:15]1.